Dataset: Reaction yield outcomes from USPTO patents with 853,638 reactions. Task: Predict the reaction yield, written as a fraction of the theoretical maximum amount of product (1.0 means a 100% yield; for example, 0.34 means a 34% yield). (1) The product is [CH2:1]([NH:3][C:4](=[O:12])[C:5]1[CH:10]=[CH:9][C:8]([N:13]2[CH2:18][CH2:17][NH:16][CH2:15][CH2:14]2)=[CH:7][CH:6]=1)[CH3:2]. The yield is 0.770. The reactants are [CH2:1]([NH:3][C:4](=[O:12])[C:5]1[CH:10]=[CH:9][C:8](F)=[CH:7][CH:6]=1)[CH3:2].[NH:13]1[CH2:18][CH2:17][NH:16][CH2:15][CH2:14]1. No catalyst specified. (2) The reactants are [O:1]=[C:2]1[CH2:6][O:5][C:4]([NH:7][C:8]2[CH:13]=[CH:12][C:11]([O:14][CH2:15][CH2:16][CH3:17])=[CH:10][CH:9]=2)=[C:3]1[C:18]([O:20][CH2:21][CH3:22])=[O:19].[NH:23]1[C:31]2[C:26](=[CH:27][CH:28]=[CH:29][N:30]=2)[C:25]([CH:32]=O)=[CH:24]1.N1CCC[C@H]1C(O)=O. The catalyst is C(O)C. The product is [NH:23]1[C:31]2=[N:30][CH:29]=[CH:28][CH:27]=[C:26]2[C:25]([CH:32]=[C:6]2[O:5][C:4]([NH:7][C:8]3[CH:9]=[CH:10][C:11]([O:14][CH2:15][CH2:16][CH3:17])=[CH:12][CH:13]=3)=[C:3]([C:18]([O:20][CH2:21][CH3:22])=[O:19])[C:2]2=[O:1])=[CH:24]1. The yield is 0.280. (3) The reactants are [Cl-].O[NH3+:3].[C:4](=[O:7])([O-])[OH:5].[Na+].CS(C)=O.[CH:13]1([C:16]2[S:53][C:19]3[N:20]([CH2:37][C:38]4[CH:43]=[CH:42][C:41]([C:44]5[C:45]([C:50]#[N:51])=[CH:46][CH:47]=[CH:48][CH:49]=5)=[CH:40][C:39]=4[F:52])[C:21](=[O:36])[N:22]([CH2:25][C:26]([C:28]4[CH:33]=[CH:32][C:31]([O:34][CH3:35])=[CH:30][CH:29]=4)=[O:27])[C:23](=[O:24])[C:18]=3[CH:17]=2)[CH2:15][CH2:14]1. The catalyst is C(Cl)(Cl)Cl. The product is [CH:13]1([C:16]2[S:53][C:19]3[N:20]([CH2:37][C:38]4[CH:43]=[CH:42][C:41]([C:44]5[CH:49]=[CH:48][CH:47]=[CH:46][C:45]=5[C:50]5[NH:3][C:4](=[O:7])[O:5][N:51]=5)=[CH:40][C:39]=4[F:52])[C:21](=[O:36])[N:22]([CH2:25][C:26]([C:28]4[CH:33]=[CH:32][C:31]([O:34][CH3:35])=[CH:30][CH:29]=4)=[O:27])[C:23](=[O:24])[C:18]=3[CH:17]=2)[CH2:15][CH2:14]1. The yield is 0.420. (4) The yield is 0.550. The reactants are [CH3:1][O:2][C:3]([C:5]1[CH:14]=[CH:13][C:12]2[C:11](=[O:15])[CH2:10][CH2:9][CH2:8][C:7]=2[CH:6]=1)=[O:4].[O:16]1[C:20]([CH:21]=O)=[CH:19][CH:18]=[N:17]1. The product is [O:16]1[C:20]([CH:21]=[C:10]2[CH2:9][CH2:8][C:7]3[CH:6]=[C:5]([C:3]([O:2][CH3:1])=[O:4])[CH:14]=[CH:13][C:12]=3[C:11]2=[O:15])=[CH:19][CH:18]=[N:17]1. No catalyst specified.